Dataset: Experimentally validated miRNA-target interactions with 360,000+ pairs, plus equal number of negative samples. Task: Binary Classification. Given a miRNA mature sequence and a target amino acid sequence, predict their likelihood of interaction. (1) The miRNA is mmu-miR-215-5p with sequence AUGACCUAUGAUUUGACAGAC. The protein sequence of the target gene is MQWSPTPGASACLGWASSLACSTAPTLLGRAGRGPLMAAKWFKEFPLNLKTVSERAKPGGGGGKLRKNSEAGGAGPGPGKGRKNSAAELGSGRAGVGPKDSRLSRDSLQGLIQAAAGKGRKNSRATEEEPHRGATKSSGCSTYINRLIKVDTQEKNGKSNYPSSSSSSSSSSSSASSSPSSLGPELDKGKIIKQQETVIILEDYADPYDAKRTKGQRDAERVGENDGYMEPYDAQQMITEIRRRGSKDPLVKALQLLDSPCEPADGGLKSETLAKRRSSKDLLGKPPQLYDTPYEPAEGG.... Result: 0 (no interaction). (2) The miRNA is mmu-miR-542-3p with sequence UGUGACAGAUUGAUAACUGAAA. The protein sequence of the target gene is MVDRLANSEANTRRISIVESCFGAAGQPLTIPGRVLIGEGVLTKLCRKKPKARQFFLFNDILVYGNIVIQKKKYNKQHIIPLENVTIDSIKDEGELRNGWLIKTPTKSFAVYAATATEKSEWMNHINKCVTDLLSKSGKTPSNEHAAVWVPDSEATVCMRCQKAKFTPVNRRHHCRKCGFVVCGPCSEKRFLLPSQSSKPVRICDFCYDLLSTGDMAACQPTRSDSYSQSLKSPLNDASDDDDDDDSSD. Result: 1 (interaction). (3) The miRNA is hsa-miR-2276-3p with sequence UCUGCAAGUGUCAGAGGCGAGG. The protein sequence of the target gene is MAGSQDIFDAIVMADERFHGEGYREGYEEGSSLGVMEGRQHGTLHGAKIGSEIGCYQGFAFAWKCLLHSCTTEKDSRKMKVLESLIGMIQKFPYDDPTYDKLHEDLDKIRGKFKQFCSLLNVQPDFKISAEGSGLSF. Result: 0 (no interaction). (4) The miRNA is hsa-miR-3714 with sequence GAAGGCAGCAGUGCUCCCCUGU. The protein sequence of the target gene is MAVRPTRRCLLALLLCFAWWAMAVVASKQGAGCPSRCLCFRTTVRCMHLLLEAVPAVAPQTSILDLRFNRIREIQPGAFRRLRSLNTLLLNNNQIKKIPNGAFEDLENLKYLYLYKNEIQSIDRQAFKGLASLEQLYLHFNQIETLDPESFQHLPKLERLFLHNNRITHLVPGTFSQLESMKRLRLDSNALHCDCEILWLADLLKTYAQSGNAQAAATCEYPRRIQGRSVATITPEELNCERPRITSEPQDADVTSGNTVYFTCRAEGNPKPEIIWLRNNNELSMKTDSRLNLLDDGTLM.... Result: 0 (no interaction). (5) The miRNA is ath-miR774a with sequence UUGGUUACCCAUAUGGCCAUC. The protein sequence of the target gene is MPRIDADLKLDFKDVLLRPKRSSLKSRSEVDLERTFTFRNSKQTYSGIPIIVANMDTVGTFEMAVVMSQHAMFTAVHKHYSLDDWKCFAETHPECLQHVAVSSGSGQNDLERMSRILEAVPQVKFICLDVANGYSEHFVEFVKLVRSKFPEHTIMAGNVVTGEMVEELILSGADIIKVGVGPGSVCTTRTKTGVGYPQLSAVIECADSAHGLKGHIISDGGCTCPGDVAKAFGAGADFVMLGGMFSGHTECAGEVIERNGQKLKLFYGMSSDTAMKKHAGGVAEYRASEGKTVEVPYKGD.... Result: 0 (no interaction). (6) The miRNA is hsa-miR-3140-3p with sequence AGCUUUUGGGAAUUCAGGUAGU. The protein sequence of the target gene is MKAAEIKRDLTNIQKSMSEINDLAKERITGGPGSISTTSASAITAPSTMSQTTTSRLAPKLTSAHPSIDDLRGLSRQDKITQLQKKIRASFENLVDHDDSNVIVTLPDDDDCPHNHFGSGLNLTHPTAAQLSASGLSGSSKTIDTIKFQEKSMKTESKTKVVTDGFSSEQATSNSAEMKRLQAGDIDYQESKGASAMRNRLEVDGVKTEENAAVIKEALSLRTGDITQQASNNVAASSITVQSENFSADKKAISQSQQSQTMTSNGIISQEKHVSSASQANYSMSHKGVSSTGSSMITSS.... Result: 0 (no interaction). (7) The miRNA is rno-miR-187-3p with sequence UCGUGUCUUGUGUUGCAGCCGG. The protein sequence of the target gene is MSELNTKTPPAANQASDPEEKGKPGSIKKAEEEEEIDIDLTAPETEKAALAIQGKFRRFQKRKKDSSS. Result: 0 (no interaction). (8) The miRNA is mmu-miR-106b-5p with sequence UAAAGUGCUGACAGUGCAGAU. The protein sequence of the target gene is MAVVAGLVRGPLRQASGLLKRRFHRSAPAAVQLTVREAINQGMDEELERDEKVFLLGEEVAQYDGAYKVSRGLWKKYGDKRIIDTPISEMGFAGIAVGAAMAGLRPICEFMTFNFSMQAIDQVINSAAKTYYMSAGLQPVPIVFRGPNGASAGVAAQHSQCFAAWYGHCPGLKVVSPWNSEDAKGLIKSAIRDNNPVVMLENELMYGVAFELPAEAQSKDFLIPIGKAKIERQGTHITVVAHSRPVGHCLEAAAVLSKEGIECEVINLRTIRPMDIEAIEASVMKTNHLVTVEGGWPQFG.... Result: 0 (no interaction). (9) The miRNA is mmu-miR-335-3p with sequence UUUUUCAUUAUUGCUCCUGACC. The protein sequence of the target gene is MLLRLVGAAGSRALAWPFSKLWRCGGCAGSGGTVWSSVRACGIALQGHLGRCSQQLALQGKLTSFSPRLYSKPPRGFEKFFKNKKNRKSASPGNSVPPKKEPKNAGPGGDGGNRGGKGDDFPWWKRMQKGEFPWDDKDFRSLAVLGAGVAAGFLYFYFRDPGKEITWKHFVQYYLARGLVDRLEVVNKQFVRVIPVPGTTSERFVWFNIGSVDTFERNLESAQWELGIEPTNQAAVVYTTESDGSFLRSLVPTLVLVSILLYAMRRGPMGTGRGGRGGGLFSVGETTAKILKNNIDVRFA.... Result: 1 (interaction). (10) The miRNA is hsa-miR-662 with sequence UCCCACGUUGUGGCCCAGCAG. The protein sequence of the target gene is MAIQARRMPEDPSTACEDLKFFEKRLTEVITYMGPTCTRWRIAIVIFAVLVGVIGSKYFANEKIEIFQIPMIDMFLTTHLDFTLCFFVGLLLFAVFGVHRRIVAPTIVARRCRDALSPFSLSCDHNGKLIVKPAVRNSAP. Result: 0 (no interaction).